The task is: Predict the reactants needed to synthesize the given product.. This data is from Full USPTO retrosynthesis dataset with 1.9M reactions from patents (1976-2016). (1) Given the product [CH2:18]([C@@:17]1([C:16]([O:15][C:11]([CH3:13])([CH3:14])[CH3:12])=[O:29])[CH2:4][C@H:3]([C:5]2[N:9]=[C:8]([CH3:10])[S:7][N:6]=2)[C@H:23]([C:24]2[S:25][CH:26]=[CH:27][N:28]=2)[NH:22]1)[CH:19]([CH3:21])[CH3:20], predict the reactants needed to synthesize it. The reactants are: [Br-].[Li+].[CH:3]([C:5]1[N:9]=[C:8]([CH3:10])[S:7][N:6]=1)=[CH2:4].[C:11]([O:15][C:16](=[O:29])[CH:17]([N:22]=[CH:23][C:24]1[S:25][CH:26]=[CH:27][N:28]=1)[CH2:18][CH:19]([CH3:21])[CH3:20])([CH3:14])([CH3:13])[CH3:12].C(N(CC)CC)C. (2) Given the product [C:1]([O:5][C:6](=[O:43])[N:7]([C@H:9]([C:11](=[O:42])[NH:12][C@@H:13]1[C:19](=[O:20])[N:18]([CH2:21][C:22]2[C:31]3[C:26](=[CH:27][C:28]([C:32]4[NH:35][C:45](=[O:44])[O:34][N:33]=4)=[CH:29][CH:30]=3)[CH:25]=[CH:24][C:23]=2[O:36][CH3:37])[C:17]2[CH:38]=[CH:39][CH:40]=[CH:41][C:16]=2[CH2:15][CH2:14]1)[CH3:10])[CH3:8])([CH3:2])([CH3:3])[CH3:4], predict the reactants needed to synthesize it. The reactants are: [C:1]([O:5][C:6](=[O:43])[N:7]([C@H:9]([C:11](=[O:42])[NH:12][C@@H:13]1[C:19](=[O:20])[N:18]([CH2:21][C:22]2[C:31]3[C:26](=[CH:27][C:28]([C:32](=[NH:35])[NH:33][OH:34])=[CH:29][CH:30]=3)[CH:25]=[CH:24][C:23]=2[O:36][CH3:37])[C:17]2[CH:38]=[CH:39][CH:40]=[CH:41][C:16]=2[CH2:15][CH2:14]1)[CH3:10])[CH3:8])([CH3:4])([CH3:3])[CH3:2].[O:44]1CCOC[CH2:45]1. (3) Given the product [CH3:17][O:18][N:19]=[C:9]1[C:8]2[C:13](=[CH:14][C:5]([C:1]([CH3:4])([CH3:3])[CH3:2])=[CH:6][CH:7]=2)[O:12][CH2:11][CH2:10]1, predict the reactants needed to synthesize it. The reactants are: [C:1]([C:5]1[CH:14]=[C:13]2[C:8]([C:9](=O)[CH2:10][CH2:11][O:12]2)=[CH:7][CH:6]=1)([CH3:4])([CH3:3])[CH3:2].Cl.[CH3:17][O:18][NH2:19]. (4) Given the product [CH3:3][O:4][C:5]1[CH:6]=[CH:7][C:8]([C:11]2[C:19]3[C:18]([O:20][CH:21]([CH3:26])[CH2:22][CH:23]([CH3:24])[O:25][CH2:34][C:35]([OH:37])=[O:36])=[N:17][CH:16]=[N:15][C:14]=3[O:13][C:12]=2[C:27]2[CH:32]=[CH:31][CH:30]=[CH:29][CH:28]=2)=[CH:9][CH:10]=1, predict the reactants needed to synthesize it. The reactants are: [OH-].[Na+].[CH3:3][O:4][C:5]1[CH:10]=[CH:9][C:8]([C:11]2[C:19]3[C:18]([O:20][CH:21]([CH3:26])[CH2:22][CH:23]([OH:25])[CH3:24])=[N:17][CH:16]=[N:15][C:14]=3[O:13][C:12]=2[C:27]2[CH:32]=[CH:31][CH:30]=[CH:29][CH:28]=2)=[CH:7][CH:6]=1.Br[CH2:34][C:35]([O:37]C(C)(C)C)=[O:36].Cl. (5) Given the product [CH3:16][O:13][C:12]([C:5]1[CH:4]=[CH:3][C:2]([CH3:1])=[C:7]([S:8]([OH:11])(=[O:9])=[O:10])[N:6]=1)=[O:14], predict the reactants needed to synthesize it. The reactants are: [CH3:1][C:2]1[CH:3]=[CH:4][C:5]([C:12]([OH:14])=[O:13])=[N:6][C:7]=1[S:8]([OH:11])(=[O:10])=[O:9].Cl.[CH3:16]O.